Task: Regression. Given two drug SMILES strings and cell line genomic features, predict the synergy score measuring deviation from expected non-interaction effect.. Dataset: NCI-60 drug combinations with 297,098 pairs across 59 cell lines Drug 1: CC1OCC2C(O1)C(C(C(O2)OC3C4COC(=O)C4C(C5=CC6=C(C=C35)OCO6)C7=CC(=C(C(=C7)OC)O)OC)O)O. Drug 2: CC1CCC2CC(C(=CC=CC=CC(CC(C(=O)C(C(C(=CC(C(=O)CC(OC(=O)C3CCCCN3C(=O)C(=O)C1(O2)O)C(C)CC4CCC(C(C4)OC)OCCO)C)C)O)OC)C)C)C)OC. Cell line: SNB-75. Synergy scores: CSS=13.8, Synergy_ZIP=-2.06, Synergy_Bliss=0.310, Synergy_Loewe=3.19, Synergy_HSA=4.01.